This data is from Catalyst prediction with 721,799 reactions and 888 catalyst types from USPTO. The task is: Predict which catalyst facilitates the given reaction. (1) Reactant: [Br:1][C:2]1[CH:7]=[CH:6][C:5]([SH:8])=[CH:4][CH:3]=1.[O-]CC.[Na+].[CH2:13]([O:15][CH:16]([O:19][CH2:20][CH3:21])[CH2:17]Br)[CH3:14]. The catalyst class is: 8. Product: [Br:1][C:2]1[CH:7]=[CH:6][C:5]([S:8][CH2:17][CH:16]([O:19][CH2:20][CH3:21])[O:15][CH2:13][CH3:14])=[CH:4][CH:3]=1. (2) Reactant: [CH3:1][OH:2].[H-].[Na+].Cl[C:6]1[C:7]([CH3:24])=[C:8]([N:15]2[CH2:20][CH2:19][N:18]([C:21](=[O:23])[CH3:22])[CH2:17][CH2:16]2)[CH:9]=[CH:10][C:11]=1[N+:12]([O-:14])=[O:13]. Product: [CH3:1][O:2][C:6]1[C:7]([CH3:24])=[C:8]([N:15]2[CH2:20][CH2:19][N:18]([C:21](=[O:23])[CH3:22])[CH2:17][CH2:16]2)[CH:9]=[CH:10][C:11]=1[N+:12]([O-:14])=[O:13]. The catalyst class is: 44. (3) Reactant: [CH:1]1[C:2]([CH2:10][C@@H:11]([NH2:28])[CH2:12][C:13]([N:15]2[CH2:27][C:19]3=[N:20][N:21]=[C:22]([C:23]([F:26])([F:25])[F:24])[N:18]3[CH2:17][CH2:16]2)=[O:14])=[C:3]([F:9])[CH:4]=[C:5]([F:8])[C:6]=1[F:7].S([O-])([O-])(=O)=O. Product: [CH:1]1[C:2]([CH2:10][C@@H:11]([NH2:28])[CH2:12][C:13]([N:15]2[CH2:27][C:19]3=[N:20][N:21]=[C:22]([C:23]([F:26])([F:25])[F:24])[N:18]3[CH2:17][CH2:16]2)=[O:14])=[C:3]([F:9])[CH:4]=[C:5]([F:8])[C:6]=1[F:7]. The catalyst class is: 10. (4) Reactant: [Br:1][C:2]1[C:10]2[N:9]=[C:8]([CH:11]([F:13])[F:12])[N:7]([CH2:14][C:15]3[CH:20]=[CH:19][CH:18]=[C:17]([C:21]([F:24])([F:23])[F:22])[C:16]=3[CH3:25])[C:6]=2[CH:5]=[C:4]([NH2:26])[CH:3]=1.[OH-].[Na+].Br[CH2:30][CH2:31][O:32][CH2:33][CH2:34]Br. Product: [Br:1][C:2]1[C:10]2[N:9]=[C:8]([CH:11]([F:13])[F:12])[N:7]([CH2:14][C:15]3[CH:20]=[CH:19][CH:18]=[C:17]([C:21]([F:24])([F:22])[F:23])[C:16]=3[CH3:25])[C:6]=2[CH:5]=[C:4]([N:26]2[CH2:34][CH2:33][O:32][CH2:31][CH2:30]2)[CH:3]=1. The catalyst class is: 682. (5) Reactant: [O:1]=[S:2]1(=[O:35])[C:7]2[CH:8]=[CH:9][CH:10]=[CH:11][C:6]=2[NH:5][C:4]([C:12]2[C:13](=[O:34])[N:14]([N:23]=[C:24]3[CH2:29][CH2:28][CH2:27][CH:26]([C:30]([F:33])([F:32])[F:31])[CH2:25]3)[C:15]3[C:20]([C:21]=2[OH:22])=[CH:19][CH:18]=[CH:17][CH:16]=3)=[N:3]1.CO.[BH4-].[Li+].Cl. Product: [O:35]=[S:2]1(=[O:1])[C:7]2[CH:8]=[CH:9][CH:10]=[CH:11][C:6]=2[NH:5][C:4]([C:12]2[C:13](=[O:34])[N:14]([NH:23][CH:24]3[CH2:29][CH2:28][CH2:27][CH:26]([C:30]([F:33])([F:31])[F:32])[CH2:25]3)[C:15]3[C:20]([C:21]=2[OH:22])=[CH:19][CH:18]=[CH:17][CH:16]=3)=[N:3]1. The catalyst class is: 30.